From a dataset of Forward reaction prediction with 1.9M reactions from USPTO patents (1976-2016). Predict the product of the given reaction. (1) Given the reactants [C:1]([O:5][C:6]([NH:8][C:9]1[CH:10]=[C:11]([CH3:32])[C:12]([O:15][C:16]2[CH:21]=[C:20]([O:22][CH2:23][CH2:24][O:25][CH3:26])[CH:19]=[CH:18][C:17]=2/[CH:27]=[CH:28]/[C:29](O)=[O:30])=[N:13][CH:14]=1)=[O:7])([CH3:4])([CH3:3])[CH3:2].CC1C=CC=C([N+]([O-])=O)C=1C(OC(=O)C1C([N+]([O-])=O)=CC=CC=1C)=O.[CH2:58]([S:63]([NH2:66])(=[O:65])=[O:64])[CH2:59][CH2:60][CH2:61][CH3:62].[Cl-].[NH4+], predict the reaction product. The product is: [C:1]([O:5][C:6](=[O:7])[NH:8][C:9]1[CH:14]=[N:13][C:12]([O:15][C:16]2[CH:21]=[C:20]([O:22][CH2:23][CH2:24][O:25][CH3:26])[CH:19]=[CH:18][C:17]=2/[CH:27]=[CH:28]/[C:29](=[O:30])[NH:66][S:63]([CH2:58][CH2:59][CH2:60][CH2:61][CH3:62])(=[O:65])=[O:64])=[C:11]([CH3:32])[CH:10]=1)([CH3:2])([CH3:3])[CH3:4]. (2) Given the reactants [Br:1][C:2]1[CH:3]=[C:4]([CH:9]=[C:10](I)[CH:11]=1)[C:5]([O:7][CH3:8])=[O:6].[CH3:13][N:14](C)C=O, predict the reaction product. The product is: [Br:1][C:2]1[CH:3]=[C:4]([CH:9]=[C:10]([C:13]#[N:14])[CH:11]=1)[C:5]([O:7][CH3:8])=[O:6]. (3) Given the reactants COC1C=CC(C[N:8]2[N:12]=[N:11][C:10]([C:13]3[C:18](=[O:19])[N:17]4[CH:20]=[CH:21][C:22]([C:24]([OH:26])=O)=[CH:23][C:16]4=[N:15][CH:14]=3)=[N:9]2)=CC=1.[C:29]([C:33]1[N:34]=[C:35]([NH2:38])[S:36][CH:37]=1)([CH3:32])([CH3:31])[CH3:30].ON1C2C=CC=CC=2N=N1.Cl.C(N=C=NCCCN(C)C)C.Cl, predict the reaction product. The product is: [C:29]([C:33]1[N:34]=[C:35]([NH:38][C:24]([C:22]2[CH:21]=[CH:20][N:17]3[C:18](=[O:19])[C:13]([C:10]4[N:11]=[N:12][NH:8][N:9]=4)=[CH:14][N:15]=[C:16]3[CH:23]=2)=[O:26])[S:36][CH:37]=1)([CH3:32])([CH3:31])[CH3:30]. (4) Given the reactants [Br:1][C:2]1[CH:7]=[CH:6][C:5]([C:8]([CH3:12])([CH3:11])[C:9]#[N:10])=[CH:4][CH:3]=1.C(=O)([O-])[O-:14].[K+].[K+].OO, predict the reaction product. The product is: [Br:1][C:2]1[CH:3]=[CH:4][C:5]([C:8]([CH3:12])([CH3:11])[C:9]([NH2:10])=[O:14])=[CH:6][CH:7]=1.